Task: Predict the reactants needed to synthesize the given product.. Dataset: Full USPTO retrosynthesis dataset with 1.9M reactions from patents (1976-2016) (1) Given the product [CH:7]1([C:13]2[CH:14]=[CH:15][C:16]([C:19]([CH3:26])=[CH:20][CH2:21][OH:22])=[CH:17][CH:18]=2)[CH2:8][CH2:9][CH2:10][CH2:11][CH2:12]1, predict the reactants needed to synthesize it. The reactants are: [H-].[H-].[H-].[H-].[Li+].[Al+3].[CH:7]1([C:13]2[CH:18]=[CH:17][C:16]([C:19]([CH3:26])=[CH:20][C:21](OCC)=[O:22])=[CH:15][CH:14]=2)[CH2:12][CH2:11][CH2:10][CH2:9][CH2:8]1. (2) Given the product [C:38]([C:40]1[CH:45]=[CH:44][C:43]([C:2]2[C:7](=[O:8])[N:6]3[CH:9]=[C:10]([F:13])[CH:11]=[CH:12][C:5]3=[N:4][C:3]=2[CH:14]([N:16]([CH2:31][CH2:32][S:33]([CH2:36][CH3:37])(=[O:35])=[O:34])[C:17](=[O:30])[CH2:18][C:19]2[CH:24]=[CH:23][C:22]([F:25])=[C:21]([C:26]([F:29])([F:28])[F:27])[CH:20]=2)[CH3:15])=[CH:42][CH:41]=1)#[N:39], predict the reactants needed to synthesize it. The reactants are: Br[C:2]1[C:7](=[O:8])[N:6]2[CH:9]=[C:10]([F:13])[CH:11]=[CH:12][C:5]2=[N:4][C:3]=1[CH:14]([N:16]([CH2:31][CH2:32][S:33]([CH2:36][CH3:37])(=[O:35])=[O:34])[C:17](=[O:30])[CH2:18][C:19]1[CH:24]=[CH:23][C:22]([F:25])=[C:21]([C:26]([F:29])([F:28])[F:27])[CH:20]=1)[CH3:15].[C:38]([C:40]1[CH:45]=[CH:44][C:43](B(O)O)=[CH:42][CH:41]=1)#[N:39].C(=O)([O-])[O-].[Na+].[Na+]. (3) Given the product [C:1]([CH2:3][NH:4][C:5]([C:7]1([S:13][C:14]2[CH:19]=[CH:18][CH:17]=[CH:16][C:15]=2[C:20]2[CH:25]=[CH:24][C:23]([N:26]3[CH2:27][CH2:28][NH:29][CH2:30][CH2:31]3)=[CH:22][CH:21]=2)[CH2:12][CH2:11][CH2:10][CH2:9][CH2:8]1)=[O:6])#[N:2], predict the reactants needed to synthesize it. The reactants are: [C:1]([CH2:3][NH:4][C:5]([C:7]1([S:13][C:14]2[CH:19]=[CH:18][CH:17]=[CH:16][C:15]=2[C:20]2[CH:25]=[CH:24][C:23]([N:26]3[CH2:31][CH2:30][N:29](C(O[Si](C(C)C)(C(C)C)C(C)C)=O)[CH2:28][CH2:27]3)=[CH:22][CH:21]=2)[CH2:12][CH2:11][CH2:10][CH2:9][CH2:8]1)=[O:6])#[N:2].CCCC[N+](CCCC)(CCCC)CCCC.[F-]. (4) Given the product [CH:14]1([C:20]2[CH:28]=[CH:27][C:23]([CH2:24][O:25][N:26]=[C:11]([C:5]3[CH:6]=[CH:7][C:8]([CH2:9][OH:10])=[C:3]([CH2:1][CH3:2])[CH:4]=3)[CH3:12])=[CH:22][C:21]=2[C:29]([F:30])([F:31])[F:32])[CH2:15][CH2:16][CH2:17][CH2:18][CH2:19]1, predict the reactants needed to synthesize it. The reactants are: [CH2:1]([C:3]1[CH:4]=[C:5]([C:11](=O)[CH3:12])[CH:6]=[CH:7][C:8]=1[CH2:9][OH:10])[CH3:2].[CH:14]1([C:20]2[CH:28]=[CH:27][C:23]([CH2:24][O:25][NH2:26])=[CH:22][C:21]=2[C:29]([F:32])([F:31])[F:30])[CH2:19][CH2:18][CH2:17][CH2:16][CH2:15]1.C(O)(=O)C. (5) Given the product [F:31][C:32]1[CH:33]=[CH:34][C:35]([C:36](/[N:38]=[C:39]2/[N:18]([C@H:19]3[CH2:24][CH2:23][C@@H:22]([C:25](=[O:26])[NH:27][CH:28]([CH3:30])[CH3:29])[CH2:21][CH2:20]3)[C:3]3[CH:4]=[C:5]([O:8][CH2:9][CH2:10][CH2:11][N:12]4[CH2:13][CH2:14][O:15][CH2:16][CH2:17]4)[N:6]=[CH:7][C:2]=3[NH:1]/2)=[O:37])=[CH:65][CH:66]=1, predict the reactants needed to synthesize it. The reactants are: [NH2:1][C:2]1[C:3]([NH:18][C@@H:19]2[CH2:24][CH2:23][C@H:22]([C:25]([NH:27][CH:28]([CH3:30])[CH3:29])=[O:26])[CH2:21][CH2:20]2)=[CH:4][C:5]([O:8][CH2:9][CH2:10][CH2:11][N:12]2[CH2:17][CH2:16][O:15][CH2:14][CH2:13]2)=[N:6][CH:7]=1.[F:31][C:32]1[CH:66]=[CH:65][C:35]([C:36](/[N:38]=[C:39]2/N([C@H]3CC[C@@H](C(=O)NC(C)C)CC3)C3C=C(OCCOC)N=CC=3N/2)=[O:37])=[CH:34][CH:33]=1.FC1C=CC(C(N=C=S)=O)=CC=1. (6) Given the product [F:13][C:2]([F:1])([F:12])[C:3]1[N:8]=[C:7]([C:9]#[N:11])[CH:6]=[N:5][CH:4]=1, predict the reactants needed to synthesize it. The reactants are: [F:1][C:2]([F:13])([F:12])[C:3]1[N:8]=[C:7]([C:9]([NH2:11])=O)[CH:6]=[N:5][CH:4]=1.